From a dataset of Aqueous solubility values for 9,982 compounds from the AqSolDB database. Regression/Classification. Given a drug SMILES string, predict its absorption, distribution, metabolism, or excretion properties. Task type varies by dataset: regression for continuous measurements (e.g., permeability, clearance, half-life) or binary classification for categorical outcomes (e.g., BBB penetration, CYP inhibition). For this dataset (solubility_aqsoldb), we predict Y. (1) The molecule is Clc1ccc(Sc2cc(Cl)c(Cl)cc2Cl)cc1. The Y is -7.03 log mol/L. (2) The compound is COc1ccc2cc(C(C)C(=O)OCCCO)ccc2c1. The Y is -3.40 log mol/L. (3) The compound is CN(C)C(=O)Nc1ccc(Oc2ccc(Cl)cc2)cc1. The Y is -4.90 log mol/L. (4) The Y is -7.87 log mol/L. The compound is COc1cc(OC)c(NC(=O)C2=Cc3ccccc3/C(=N\Nc3cc(C(=O)Nc4ccc(C(N)=O)cc4)ccc3OC)C2=O)cc1Cl. (5) The drug is O=S(=O)(c1cccc(O)c1)c1ccccc1O. The Y is -2.29 log mol/L. (6) The compound is Cc1ccc(O)c(I)c1. The Y is -2.47 log mol/L. (7) The molecule is CC(=O)Nc1ccc(NC(=O)C2=Cc3ccccc3/C(=N/Nc3cc(C(N)=O)ccc3Cl)C2=O)cc1. The Y is -7.30 log mol/L. (8) The Y is -0.802 log mol/L. The compound is CCCC(O)CC.